Dataset: Full USPTO retrosynthesis dataset with 1.9M reactions from patents (1976-2016). Task: Predict the reactants needed to synthesize the given product. (1) Given the product [CH2:1]([N:8]1[CH2:13][C@@H:12]([O:14][C:37]([N:39]2[CH2:40][CH2:41][CH2:45][CH2:43]2)=[O:38])[CH2:11][C@H:10]([C:15]([O:17][CH3:18])=[O:16])[C@H:9]1[C:19]([O:21][CH2:22][C:23]1[CH:24]=[CH:25][CH:26]=[CH:27][CH:28]=1)=[O:20])[C:2]1[CH:7]=[CH:6][CH:5]=[CH:4][CH:3]=1, predict the reactants needed to synthesize it. The reactants are: [CH2:1]([N:8]1[CH2:13][C@@H:12]([OH:14])[CH2:11][C@H:10]([C:15]([O:17][CH3:18])=[O:16])[C@H:9]1[C:19]([O:21][CH2:22][C:23]1[CH:28]=[CH:27][CH:26]=[CH:25][CH:24]=1)=[O:20])[C:2]1[CH:7]=[CH:6][CH:5]=[CH:4][CH:3]=1.C(Cl)Cl.C1N=CN([C:37]([N:39]2[CH:43]=N[CH:41]=[CH:40]2)=[O:38])C=1.N1CCC[CH2:45]1. (2) Given the product [CH2:37]([N:31]1[CH2:32][CH2:33][NH:34][C:35](=[O:36])[CH:30]1[C:27]1[CH:26]=[CH:25][C:24]([NH:23][C:16]2[C:17](=[O:22])[N:18]([CH3:20])[CH:19]=[C:14]([C:43]3[C:44]([CH3:58])=[C:45]([NH:46][C:47]([C:49]4[S:53][C:52]5[CH2:54][CH2:55][CH2:56][CH2:57][C:51]=5[CH:50]=4)=[O:48])[C:40]([F:39])=[CH:41][CH:42]=3)[N:15]=2)=[CH:29][CH:28]=1)[CH3:38], predict the reactants needed to synthesize it. The reactants are: O1CCOCC1.C(=O)([O-])[O-].[Na+].[Na+].Br[C:14]1[N:15]=[C:16]([NH:23][C:24]2[CH:29]=[CH:28][C:27]([CH:30]3[C:35](=[O:36])[NH:34][CH2:33][CH2:32][N:31]3[CH2:37][CH3:38])=[CH:26][CH:25]=2)[C:17](=[O:22])[N:18]([CH2:20]C)[CH:19]=1.[F:39][C:40]1[C:45]([NH:46][C:47]([C:49]2[S:53][C:52]3[CH2:54][CH2:55][CH2:56][CH2:57][C:51]=3[CH:50]=2)=[O:48])=[C:44]([CH3:58])[C:43](B2OC(C)(C)C(C)(C)O2)=[CH:42][CH:41]=1. (3) Given the product [NH2:21][C:20]1[C:13]2[C:14](=[N:15][C:16]3[CH2:17][NH:8][CH2:9][CH2:10][C:11]=3[C:12]=2[C:25]2[S:26][CH:27]=[CH:28][CH:29]=2)[S:18][C:19]=1[C:22]([NH2:23])=[O:24], predict the reactants needed to synthesize it. The reactants are: C(OC([N:8]1[CH2:17][C:16]2[N:15]=[C:14]3[S:18][C:19]([C:22](=[O:24])[NH2:23])=[C:20]([NH2:21])[C:13]3=[C:12]([C:25]3[S:26][CH:27]=[CH:28][CH:29]=3)[C:11]=2[CH2:10][CH2:9]1)=O)(C)(C)C.C(Cl)(=O)C.N. (4) Given the product [OH:19][C:18]1[CH:20]=[CH:21][C:13]([CH:12]=[C:5]2[C:4](=[O:7])[CH:3]=[C:2]([CH3:1])[O:6]2)=[CH:14][C:15]=1[O:16][CH3:17], predict the reactants needed to synthesize it. The reactants are: [CH3:1][C:2]1[O:6][CH2:5][C:4](=[O:7])[CH:3]=1.[Cl-].[Ca+2].[Cl-].O=[CH:12][C:13]1[CH:21]=[CH:20][C:18]([OH:19])=[C:15]([O:16][CH3:17])[CH:14]=1.B(OC(CC)C)(OC(CC)C)OC(CC)C. (5) Given the product [C:1]([N:34]1[CH2:35][CH2:36][CH:31]([S:28]([NH:27][C:18]2[C:17]([NH:16][C:14]3[CH:15]=[C:10]([O:9][CH3:8])[CH:11]=[CH:12][C:13]=3[CH2:37][CH2:38][O:39][CH3:40])=[N:26][C:25]3[C:20](=[CH:21][CH:22]=[CH:23][CH:24]=3)[N:19]=2)(=[O:30])=[O:29])[CH2:32][CH2:33]1)(=[O:3])[CH3:2], predict the reactants needed to synthesize it. The reactants are: [C:1](OC(=O)C)(=[O:3])[CH3:2].[CH3:8][O:9][C:10]1[CH:11]=[CH:12][C:13]([CH2:37][CH2:38][O:39][CH3:40])=[C:14]([NH:16][C:17]2[C:18]([NH:27][S:28]([CH:31]3[CH2:36][CH2:35][NH:34][CH2:33][CH2:32]3)(=[O:30])=[O:29])=[N:19][C:20]3[C:25]([N:26]=2)=[CH:24][CH:23]=[CH:22][CH:21]=3)[CH:15]=1.CCN(CC)CC. (6) Given the product [Si:10]([O:5][CH2:1][CH:2]([OH:4])[CH3:3])([C:6]([CH3:9])([CH3:8])[CH3:7])([CH3:13])[CH3:12], predict the reactants needed to synthesize it. The reactants are: [CH2:1]([OH:5])[CH:2]([OH:4])[CH3:3].[C:6]([Si:10]([CH3:13])([CH3:12])Cl)([CH3:9])([CH3:8])[CH3:7].CCN(C(C)C)C(C)C.